This data is from Catalyst prediction with 721,799 reactions and 888 catalyst types from USPTO. The task is: Predict which catalyst facilitates the given reaction. (1) Reactant: [C:1]([OH:15])(=O)[CH2:2][CH2:3][NH:4][C:5](=[O:13])[C@H:6]([C:8]([CH2:11][OH:12])([CH3:10])[CH3:9])[OH:7].[Na].ON1C(=O)CCC1=O.C1(N=C=NC2CCCCC2)CCCCC1.[CH3:40][C:41]([CH3:53])([CH2:45][O:46][CH:47]1[CH2:52][CH2:51][CH2:50][CH2:49][O:48]1)[CH2:42][CH2:43][NH2:44]. Product: [CH3:40][C:41]([CH3:53])([CH2:45][O:46][CH:47]1[CH2:52][CH2:51][CH2:50][CH2:49][O:48]1)[CH2:42][CH2:43][NH:44][C:1]([CH2:2][CH2:3][NH:4][C:5](=[O:13])[CH:6]([OH:7])[C:8]([CH3:9])([CH3:10])[CH2:11][OH:12])=[O:15]. The catalyst class is: 174. (2) Reactant: [CH2:1]([C:3]1[N:4]=[C:5]([C:12]2[CH:13]=[C:14]([NH:22][C:23]([CH2:25][CH2:26][CH2:27][NH:28][C:29](OC(C)(C)C)=[O:30])=[O:24])[CH:15]=[CH:16][C:17]=2[O:18][CH2:19][CH2:20][CH3:21])[NH:6][C:7](=[O:11])[C:8]=1[CH2:9][CH3:10])[CH3:2].F[C:37](F)(F)C(O)=O.C(Cl)(=O)C. Product: [C:29]([NH:28][CH2:27][CH2:26][CH2:25][C:23]([NH:22][C:14]1[CH:15]=[CH:16][C:17]([O:18][CH2:19][CH2:20][CH3:21])=[C:12]([C:5]2[NH:6][C:7](=[O:11])[C:8]([CH2:9][CH3:10])=[C:3]([CH2:1][CH3:2])[N:4]=2)[CH:13]=1)=[O:24])(=[O:30])[CH3:37]. The catalyst class is: 4. (3) Reactant: C=O.[NH:3]1[CH2:8][CH2:7][O:6][CH2:5][CH2:4]1.[C:9]([C:11]1[CH:20]=[CH:19][C:18]2[NH:17][C:16](=[O:21])[C:15]3[NH:22][CH:23]=[CH:24][C:14]=3[C:13]=2[CH:12]=1)#[CH:10].[CH2:25]([C:27]([O-:29])=[O:28])[CH3:26].C(O)(=O)C. Product: [N:3]1([CH2:25][C:10]#[C:9][C:11]2[CH:20]=[CH:19][C:18]3[NH:17][C:16](=[O:21])[C:15]4[NH:22][CH:23]=[CH:24][C:14]=4[C:13]=3[CH:12]=2)[CH2:8][CH2:7][O:6][CH2:5][CH2:4]1.[CH2:25]([C:27]([O-:29])=[O:28])[CH3:26]. The catalyst class is: 830. (4) Reactant: [CH2:1]([O:8][C:9]([N:11]1[CH2:16][CH2:15][N:14]([CH2:17][CH2:18][CH2:19][CH:20]=O)[C:13](=[O:22])[C@@H:12]1[CH3:23])=[O:10])[C:2]1[CH:7]=[CH:6][CH:5]=[CH:4][CH:3]=1.Cl.[CH2:25]1[C:27]2([CH2:32][CH2:31][NH:30][CH2:29][C@H:28]2[OH:33])[CH2:26]1.C(N(CC)CC)C.C(O)(=O)C.C(O[BH-](OC(=O)C)OC(=O)C)(=O)C.[Na+].N. The catalyst class is: 4. Product: [CH2:1]([O:8][C:9]([N:11]1[CH2:16][CH2:15][N:14]([CH2:17][CH2:18][CH2:19][CH2:20][N:30]2[CH2:31][CH2:32][C:27]3([CH2:25][CH2:26]3)[C@H:28]([OH:33])[CH2:29]2)[C:13](=[O:22])[C@@H:12]1[CH3:23])=[O:10])[C:2]1[CH:7]=[CH:6][CH:5]=[CH:4][CH:3]=1. (5) Reactant: FC(F)(F)C(O)=O.[NH:8]1[CH2:11][CH:10]([O:12][C:13]2[CH:18]=[C:17]([CH3:19])[C:16]([C:20]3[CH:25]=[CH:24][CH:23]=[C:22]([CH2:26][O:27][C:28]4[CH:41]=[CH:40][C:31]5[C@H:32]([CH2:35][C:36]([O:38][CH3:39])=[O:37])[CH2:33][O:34][C:30]=5[CH:29]=4)[CH:21]=3)=[C:15]([CH3:42])[CH:14]=2)[CH2:9]1.C(N(CC)CC)C.[C:50](Cl)(=[O:53])[CH2:51][CH3:52]. Product: [CH3:19][C:17]1[CH:18]=[C:13]([O:12][CH:10]2[CH2:11][N:8]([C:50](=[O:53])[CH2:51][CH3:52])[CH2:9]2)[CH:14]=[C:15]([CH3:42])[C:16]=1[C:20]1[CH:25]=[CH:24][CH:23]=[C:22]([CH2:26][O:27][C:28]2[CH:41]=[CH:40][C:31]3[C@H:32]([CH2:35][C:36]([O:38][CH3:39])=[O:37])[CH2:33][O:34][C:30]=3[CH:29]=2)[CH:21]=1. The catalyst class is: 4. (6) Reactant: C(OC([N:8]1[CH2:13][CH2:12][N:11]([CH2:14][C:15](=[O:27])[NH:16][CH:17]2[CH:24]3[CH2:25][CH:20]4[CH2:21][CH:22]([CH2:26][CH:18]2[CH2:19]4)[CH2:23]3)[CH2:10][CH2:9]1)=O)(C)(C)C.C(O)(C(F)(F)F)=O. Product: [CH:18]12[CH2:26][CH:22]3[CH2:21][CH:20]([CH2:25][CH:24]([CH2:23]3)[CH:17]1[NH:16][C:15](=[O:27])[CH2:14][N:11]1[CH2:12][CH2:13][NH:8][CH2:9][CH2:10]1)[CH2:19]2. The catalyst class is: 2. (7) Reactant: [NH2:1][C:2]1[CH:7]=[CH:6][C:5]([C:8]([F:11])([F:10])[F:9])=[CH:4][C:3]=1[NH2:12].[N+:13]([C:16]1[CH:24]=[CH:23][C:19]([C:20](O)=O)=[CH:18][CH:17]=1)([O-:15])=[O:14]. Product: [N+:13]([C:16]1[CH:24]=[CH:23][C:19]([C:20]2[NH:12][C:3]3[CH:4]=[C:5]([C:8]([F:9])([F:10])[F:11])[CH:6]=[CH:7][C:2]=3[N:1]=2)=[CH:18][CH:17]=1)([O-:15])=[O:14]. The catalyst class is: 265.